This data is from Peptide-MHC class I binding affinity with 185,985 pairs from IEDB/IMGT. The task is: Regression. Given a peptide amino acid sequence and an MHC pseudo amino acid sequence, predict their binding affinity value. This is MHC class I binding data. (1) The peptide sequence is EEVVENPTI. The MHC is HLA-B40:01 with pseudo-sequence HLA-B40:01. The binding affinity (normalized) is 0.269. (2) The peptide sequence is WSLSVEWQF. The MHC is HLA-B57:01 with pseudo-sequence HLA-B57:01. The binding affinity (normalized) is 0.787.